Dataset: Full USPTO retrosynthesis dataset with 1.9M reactions from patents (1976-2016). Task: Predict the reactants needed to synthesize the given product. (1) The reactants are: [N:1]1[CH:2]=[C:3]([C:10]([OH:12])=O)[N:4]2[CH:9]=[CH:8][CH:7]=[CH:6][C:5]=12.CN(C=O)C.C(Cl)(=O)C(Cl)=O.[NH2:24][C:25]1[CH:26]=[C:27]([CH:32]=[CH:33][C:34]=1[F:35])[C:28]([O:30][CH3:31])=[O:29]. Given the product [F:35][C:34]1[CH:33]=[CH:32][C:27]([C:28]([O:30][CH3:31])=[O:29])=[CH:26][C:25]=1[NH:24][C:10]([C:3]1[N:4]2[CH:9]=[CH:8][CH:7]=[CH:6][C:5]2=[N:1][CH:2]=1)=[O:12], predict the reactants needed to synthesize it. (2) Given the product [Br:1][C:2]1[CH:3]=[CH:4][C:5]2[N:6]([C:8]([C:17]3[CH:18]=[CH:19][C:14]([C:12]#[N:13])=[CH:15][CH:16]=3)=[CH:9][N:10]=2)[CH:7]=1, predict the reactants needed to synthesize it. The reactants are: [Br:1][C:2]1[CH:3]=[CH:4][C:5]2[N:6]([C:8](I)=[CH:9][N:10]=2)[CH:7]=1.[C:12]([C:14]1[CH:19]=[CH:18][C:17](B(O)O)=[CH:16][CH:15]=1)#[N:13]. (3) Given the product [C:29]1([CH:7]([C:1]2[CH:2]=[CH:3][CH:4]=[CH:5][CH:6]=2)[N:8]2[C:16]3[C:11](=[CH:12][CH:13]=[CH:14][CH:15]=3)[C:10]3([CH2:35][O:27][C:26]4[CH:25]=[C:24]5[C:19](=[CH:18][C:17]3=4)[CH2:20][CH2:21][CH2:22][CH2:23]5)[C:9]2=[O:28])[CH:34]=[CH:33][CH:32]=[CH:31][CH:30]=1, predict the reactants needed to synthesize it. The reactants are: [C:1]1([CH:7]([C:29]2[CH:34]=[CH:33][CH:32]=[CH:31][CH:30]=2)[N:8]2[C:16]3[C:11](=[CH:12][CH:13]=[CH:14][CH:15]=3)[CH:10]([C:17]3[C:26]([OH:27])=[CH:25][C:24]4[CH2:23][CH2:22][CH2:21][CH2:20][C:19]=4[CH:18]=3)[C:9]2=[O:28])[CH:6]=[CH:5][CH:4]=[CH:3][CH:2]=1.[C:35]1(C(C2C=CC=CC=2)N2C3C(=CC=CC=3)C(C3C=C(C)C(OC)=CC=3O)C2=O)C=CC=CC=1.